From a dataset of Reaction yield outcomes from USPTO patents with 853,638 reactions. Predict the reaction yield, written as a fraction of the theoretical maximum amount of product (1.0 means a 100% yield; for example, 0.34 means a 34% yield). (1) The reactants are Cl[CH2:2][C:3]1[O:7][N:6]=[C:5]([C:8]2[CH:13]=[CH:12][CH:11]=[CH:10][N:9]=2)[N:4]=1.[CH:14]([NH2:17])([CH3:16])[CH3:15].C(=O)([O-])[O-].[K+].[K+]. No catalyst specified. The product is [N:9]1[CH:10]=[CH:11][CH:12]=[CH:13][C:8]=1[C:5]1[N:4]=[C:3]([CH2:2][NH:17][CH:14]([CH3:16])[CH3:15])[O:7][N:6]=1. The yield is 0.890. (2) The product is [Cl:12][C:10]1[CH:9]=[C:4]([CH:3]=[C:2]([N:13]2[CH2:18][CH2:17][CH2:16][CH2:15][CH2:14]2)[N:11]=1)[C:5]([O:7][CH3:8])=[O:6]. The catalyst is C(#N)C. The yield is 0.900. The reactants are Cl[C:2]1[CH:3]=[C:4]([CH:9]=[C:10]([Cl:12])[N:11]=1)[C:5]([O:7][CH3:8])=[O:6].[NH:13]1[CH2:18][CH2:17][CH2:16][CH2:15][CH2:14]1.C([O-])([O-])=O.[K+].[K+]. (3) The reactants are Br[C:2]1[CH:11]=[CH:10][C:5]2[NH:6][C:7](=[O:9])[NH:8][C:4]=2[CH:3]=1.[CH2:12]1[C:21]2[C:16](=[CH:17][CH:18]=[CH:19][CH:20]=2)[CH2:15][CH2:14][N:13]1[CH2:22][CH:23]([OH:41])[CH2:24][O:25][C:26]1[CH:31]=[CH:30][CH:29]=[C:28](B2OC(C)(C)C(C)(C)O2)[CH:27]=1.C([O-])([O-])=O.[K+].[K+]. The catalyst is O.O1CCOCC1.C1C=CC(P(C2C=CC=CC=2)[C-]2C=CC=C2)=CC=1.C1C=CC(P(C2C=CC=CC=2)[C-]2C=CC=C2)=CC=1.Cl[Pd]Cl.[Fe+2]. The product is [CH2:12]1[C:21]2[C:16](=[CH:17][CH:18]=[CH:19][CH:20]=2)[CH2:15][CH2:14][N:13]1[CH2:22][CH:23]([OH:41])[CH2:24][O:25][C:26]1[CH:27]=[C:28]([C:2]2[CH:11]=[CH:10][C:5]3[NH:6][C:7](=[O:9])[NH:8][C:4]=3[CH:3]=2)[CH:29]=[CH:30][CH:31]=1. The yield is 0.365. (4) The reactants are [Cl:1][C:2]1[N:11]=[C:10](Cl)[C:9]2[C:4](=[CH:5][C:6]([O:13][CH3:14])=[CH:7][CH:8]=2)[N:3]=1.C1C[O:18]CC1. The catalyst is [OH-].[Na+].O. The product is [Cl:1][C:2]1[N:11]=[C:10]([OH:18])[C:9]2[C:4](=[CH:5][C:6]([O:13][CH3:14])=[CH:7][CH:8]=2)[N:3]=1. The yield is 0.630. (5) The reactants are [NH2:1][C:2]1[N:7]=[C:6]2[CH2:8][CH2:9][CH2:10][C:5]2=[CH:4][C:3]=1[C:11]([OH:13])=O.C(N(CC)CC)C.F[P-](F)(F)(F)(F)F.N1(O[P+](N(C)C)(N(C)C)N(C)C)C2C=CC=CC=2N=N1.[O:48]([C:55]1[S:59][C:58]([CH2:60][NH2:61])=[CH:57][CH:56]=1)[C:49]1[CH:54]=[CH:53][CH:52]=[CH:51][CH:50]=1. The catalyst is CN(C)C=O.[Cl-].[Na+].O. The product is [O:48]([C:55]1[S:59][C:58]([CH2:60][NH:61][C:11]([C:3]2[CH:4]=[C:5]3[CH2:10][CH2:9][CH2:8][C:6]3=[N:7][C:2]=2[NH2:1])=[O:13])=[CH:57][CH:56]=1)[C:49]1[CH:50]=[CH:51][CH:52]=[CH:53][CH:54]=1. The yield is 0.380.